Dataset: Reaction yield outcomes from USPTO patents with 853,638 reactions. Task: Predict the reaction yield, written as a fraction of the theoretical maximum amount of product (1.0 means a 100% yield; for example, 0.34 means a 34% yield). (1) The reactants are [F:1][C:2]1[CH:7]=[CH:6][C:5]([CH2:8][C:9]([NH:11][CH3:12])=[O:10])=[CH:4][CH:3]=1.[Li]C.CCOCC.[C:20](Cl)(Cl)=[O:21].C1(C)C=CC=CC=1.[NH2:31][C:32]1[CH:47]=[CH:46][C:35]([O:36][C:37]2[CH:42]=[CH:41][N:40]=[C:39]([C:43]([NH2:45])=[O:44])[CH:38]=2)=[C:34]([F:48])[CH:33]=1.C(OC1C=CC(NC2N=CN=C(OC3C=CC(NC(=O)CC(NC4C=CC(F)=CC=4)=O)=CC=3F)C=2)=CC=1)C1C=CC=CC=1.CCN(C(C)C)C(C)C. The catalyst is C1COCC1.CN(C=O)C. The product is [C:43]([C:39]1[CH:38]=[C:37]([O:36][C:35]2[CH:46]=[CH:47][C:32]([NH:31][C:20](=[O:21])[N:11]([C:9](=[O:10])[CH2:8][C:5]3[CH:4]=[CH:3][C:2]([F:1])=[CH:7][CH:6]=3)[CH3:12])=[CH:33][C:34]=2[F:48])[CH:42]=[CH:41][N:40]=1)(=[O:44])[NH2:45]. The yield is 0.330. (2) The reactants are [NH:1]1[C:9]2[C:4](=[CH:5][CH:6]=[CH:7][CH:8]=2)[CH:3]=[C:2]1[C:10]1[C:11](=[O:20])[NH:12][C:13]2[C:18]([N:19]=1)=[CH:17][CH:16]=[CH:15][CH:14]=2.[N:21]([O:23]CCC(C)C)=[O:22]. The catalyst is C1C=CC=CC=1.CN(C=O)C. The product is [N+:21]([C:3]1[C:4]2[C:9](=[CH:8][CH:7]=[CH:6][CH:5]=2)[NH:1][C:2]=1[C:10]1[C:11](=[O:20])[NH:12][C:13]2[C:18]([N:19]=1)=[CH:17][CH:16]=[CH:15][CH:14]=2)([O-:23])=[O:22]. The yield is 0.860.